This data is from Reaction yield outcomes from USPTO patents with 853,638 reactions. The task is: Predict the reaction yield, written as a fraction of the theoretical maximum amount of product (1.0 means a 100% yield; for example, 0.34 means a 34% yield). (1) The reactants are [F:1][C:2]1[CH:7]=[CH:6][CH:5]=[C:4]([F:8])[C:3]=1[N:9]1[C:14]2[N:15]=[C:16]([NH:30][CH2:31][CH2:32][N:33]([CH3:35])[CH3:34])[N:17]=[C:18]([C:19]3[CH:20]=[C:21]([CH:25]=[C:26]([F:29])[C:27]=3[CH3:28])[C:22]([OH:24])=O)[C:13]=2[CH2:12][NH:11][C:10]1=[O:36].[F:37][C:38]1[CH:44]=[CH:43][C:41]([NH2:42])=[CH:40][CH:39]=1.C(N(CC)CC)C.CN(C(ON1N=NC2C=CC=CC1=2)=[N+](C)C)C.F[P-](F)(F)(F)(F)F. The catalyst is C(Cl)Cl. The product is [F:1][C:2]1[CH:7]=[CH:6][CH:5]=[C:4]([F:8])[C:3]=1[N:9]1[C:14]2[N:15]=[C:16]([NH:30][CH2:31][CH2:32][N:33]([CH3:35])[CH3:34])[N:17]=[C:18]([C:19]3[CH:20]=[C:21]([CH:25]=[C:26]([F:29])[C:27]=3[CH3:28])[C:22]([NH:42][C:41]3[CH:43]=[CH:44][C:38]([F:37])=[CH:39][CH:40]=3)=[O:24])[C:13]=2[CH2:12][NH:11][C:10]1=[O:36]. The yield is 0.880. (2) The reactants are [O:1]=[C:2]1[NH:6][CH:5]2[CH2:7][S:8][CH:9]([CH2:10][CH2:11][CH2:12][CH2:13][C:14]([OH:16])=O)[CH:4]2[NH:3]1.F[P-](F)(F)(F)(F)F.N1(OC(N(C)C)=[N+](C)C)C2C=CC=CC=2N=N1.C(N(C(C)C)C(C)C)C.[CH:50]1[C:62]2[CH:61]([CH2:63][O:64][C:65](=[O:82])[NH:66][C:67]3[CH:72]=[CH:71][C:70]([NH2:73])=[C:69]([O:74][CH2:75][C:76]4[CH:81]=[CH:80][CH:79]=[CH:78][CH:77]=4)[CH:68]=3)[C:60]3[C:55](=[CH:56][CH:57]=[CH:58][CH:59]=3)[C:54]=2[CH:53]=[CH:52][CH:51]=1. The catalyst is CC(N(C)C)=O. The product is [CH:50]1[C:62]2[CH:61]([CH2:63][O:64][C:65](=[O:82])[NH:66][C:67]3[CH:72]=[CH:71][C:70]([NH:73][C:14](=[O:16])[CH2:13][CH2:12][CH2:11][CH2:10][CH:9]4[CH:4]5[CH:5]([NH:6][C:2](=[O:1])[NH:3]5)[CH2:7][S:8]4)=[C:69]([O:74][CH2:75][C:76]4[CH:77]=[CH:78][CH:79]=[CH:80][CH:81]=4)[CH:68]=3)[C:60]3[C:55](=[CH:56][CH:57]=[CH:58][CH:59]=3)[C:54]=2[CH:53]=[CH:52][CH:51]=1. The yield is 0.737.